This data is from Forward reaction prediction with 1.9M reactions from USPTO patents (1976-2016). The task is: Predict the product of the given reaction. (1) Given the reactants [CH:1]1[C:13]2[CH:12]([CH2:14][O:15][C:16]([NH:18][CH2:19][CH2:20][CH2:21][O:22][C:23]3[CH:30]=[CH:29][C:26](C=O)=[CH:25][CH:24]=3)=[O:17])[C:11]3[C:6](=[CH:7][CH:8]=[CH:9][CH:10]=3)[C:5]=2[CH:4]=[CH:3][CH:2]=1.CO[CH:33]([O:36][CH3:37])[O:34][CH3:35].C1(C)C=CC(S(O)(=O)=O)=CC=1.C(N(CC)CC)C, predict the reaction product. The product is: [CH3:37][O:36][CH:33]([O:34][CH3:35])[C:26]1[CH:29]=[CH:30][C:23]([O:22][CH2:21][CH2:20][CH2:19][NH:18][C:16]([O:15][CH2:14][CH:12]2[C:13]3[CH:1]=[CH:2][CH:3]=[CH:4][C:5]=3[C:6]3[C:11]2=[CH:10][CH:9]=[CH:8][CH:7]=3)=[O:17])=[CH:24][CH:25]=1. (2) Given the reactants [OH:1][C@@H:2]1[C@H:6]([OH:7])[C@@H:5]([CH2:8][OH:9])[O:4][C@H:3]1[N:10]1[C:19]2[C:14](=[CH:15][C:16]([O:22][CH3:23])=[C:17]([O:20][CH3:21])[CH:18]=2)[C:13](=[O:24])[NH:12][C:11]1=[O:25].[CH3:26][C:27]([Si:30](OS(C(F)(F)F)(=O)=O)(OS(C(F)(F)F)(=O)=O)[C:31]([CH3:34])([CH3:33])[CH3:32])([CH3:29])[CH3:28].C(=O)(O)[O-].[Na+], predict the reaction product. The product is: [C:27]([Si:30]1([C:31]([CH3:34])([CH3:33])[CH3:32])[O:7][C@H:6]2[C@@H:2]([OH:1])[C@H:3]([N:10]3[C:19]4[C:14](=[CH:15][C:16]([O:22][CH3:23])=[C:17]([O:20][CH3:21])[CH:18]=4)[C:13](=[O:24])[NH:12][C:11]3=[O:25])[O:4][C@@H:5]2[CH2:8][O:9]1)([CH3:29])([CH3:28])[CH3:26]. (3) Given the reactants C(=O)([O-])[O-].[Cs+].[Cs+].[Cl:7][C:8]1[CH:29]=[CH:28][C:11]([CH2:12][NH:13][C:14]([C:16]2[C:17]([OH:27])=[C:18]3[CH:24]=[C:23]([CH2:25][OH:26])[S:22][C:19]3=[N:20][CH:21]=2)=[O:15])=[CH:10][CH:9]=1.Cl[CH2:31][CH2:32][O:33][CH2:34][CH2:35][O:36][CH:37]1[CH2:42][CH2:41][CH2:40][CH2:39][O:38]1, predict the reaction product. The product is: [Cl:7][C:8]1[CH:9]=[CH:10][C:11]([CH2:12][NH:13][C:14]([C:16]2[C:17](=[O:27])[C:18]3[CH:24]=[C:23]([CH2:25][OH:26])[S:22][C:19]=3[N:20]([CH2:31][CH2:32][O:33][CH2:34][CH2:35][O:36][CH:37]3[CH2:42][CH2:41][CH2:40][CH2:39][O:38]3)[CH:21]=2)=[O:15])=[CH:28][CH:29]=1. (4) Given the reactants [CH3:1][C:2]1([CH3:37])[CH2:6][CH2:5][N:4]([C:7]2[CH:8]=[C:9]([C:14]3[N:15]=[C:16]4[C:22]([C:23](=[O:28])[C:24]([CH3:27])([CH3:26])[CH3:25])=[CH:21][N:20]([CH2:29][O:30][CH2:31][CH2:32][Si:33]([CH3:36])([CH3:35])[CH3:34])[C:17]4=[N:18][CH:19]=3)[CH:10]=[C:11]([OH:13])[CH:12]=2)[CH2:3]1.[CH3:38][C:39]1([CH3:46])[O:43][CH:42]([CH2:44]O)[CH2:41][O:40]1.CSCCO, predict the reaction product. The product is: [CH3:38][C:39]1([CH3:46])[O:43][CH:42]([CH2:44][O:13][C:11]2[CH:10]=[C:9]([C:14]3[N:15]=[C:16]4[C:22]([C:23](=[O:28])[C:24]([CH3:25])([CH3:26])[CH3:27])=[CH:21][N:20]([CH2:29][O:30][CH2:31][CH2:32][Si:33]([CH3:36])([CH3:35])[CH3:34])[C:17]4=[N:18][CH:19]=3)[CH:8]=[C:7]([N:4]3[CH2:5][CH2:6][C:2]([CH3:37])([CH3:1])[CH2:3]3)[CH:12]=2)[CH2:41][O:40]1. (5) Given the reactants [Cl:1][C:2]1[CH:3]=[C:4]([CH:21]=[CH:22][CH:23]=1)[CH2:5][NH:6][C:7]1[N:20]=[C:10]2[C:11]([O:18][CH3:19])=[CH:12][C:13]([C:15]([OH:17])=O)=[CH:14][N:9]2[N:8]=1.[CH3:24][C:25]1([CH2:32][CH2:33][OH:34])[O:30][CH2:29][C@@H:28]([CH3:31])[NH:27][CH2:26]1.C(N(CC)C(C)C)(C)C.CN(C(ON1N=NC2C=CC=NC1=2)=[N+](C)C)C.F[P-](F)(F)(F)(F)F, predict the reaction product. The product is: [Cl:1][C:2]1[CH:3]=[C:4]([CH:21]=[CH:22][CH:23]=1)[CH2:5][NH:6][C:7]1[N:20]=[C:10]2[C:11]([O:18][CH3:19])=[CH:12][C:13]([C:15]([N:27]3[C@H:28]([CH3:31])[CH2:29][O:30][C:25]([CH2:32][CH2:33][OH:34])([CH3:24])[CH2:26]3)=[O:17])=[CH:14][N:9]2[N:8]=1. (6) Given the reactants C(=O)([O-])[O-].[K+].[K+].[CH3:7][O:8][C:9](=[O:34])[C:10]1[CH:15]=[CH:14][CH:13]=[CH:12][C:11]=1[NH:16][C:17](=[O:33])[CH2:18][C:19]1[CH:24]=[CH:23][C:22]([O:25][C:26]2[CH:31]=[CH:30][C:29]([OH:32])=[CH:28][CH:27]=2)=[CH:21][CH:20]=1.Br[CH2:36][C:37]([O:39][C:40]([CH3:43])([CH3:42])[CH3:41])=[O:38], predict the reaction product. The product is: [CH3:7][O:8][C:9](=[O:34])[C:10]1[CH:15]=[CH:14][CH:13]=[CH:12][C:11]=1[NH:16][C:17](=[O:33])[CH2:18][C:19]1[CH:24]=[CH:23][C:22]([O:25][C:26]2[CH:27]=[CH:28][C:29]([O:32][CH2:36][C:37]([O:39][C:40]([CH3:43])([CH3:42])[CH3:41])=[O:38])=[CH:30][CH:31]=2)=[CH:21][CH:20]=1. (7) The product is: [NH2:1][C:2]1[N:7]=[C:6]([N:8]2[CH2:13][CH2:12][CH2:11][C@H:10]([C:14]([NH:45][C:44]3[CH:46]=[CH:47][C:41]([Cl:40])=[CH:42][CH:43]=3)=[O:15])[CH2:9]2)[CH:5]=[C:4]([C:17]2[CH:22]=[CH:21][C:20]([C:23]#[N:24])=[C:19]([F:25])[CH:18]=2)[N:3]=1. Given the reactants [NH2:1][C:2]1[N:7]=[C:6]([N:8]2[CH2:13][CH2:12][CH2:11][C@H:10]([C:14](O)=[O:15])[CH2:9]2)[CH:5]=[C:4]([C:17]2[CH:22]=[CH:21][C:20]([C:23]#[N:24])=[C:19]([F:25])[CH:18]=2)[N:3]=1.C(Cl)CCl.C1C=CC2N(O)N=NC=2C=1.[Cl:40][C:41]1[CH:47]=[CH:46][C:44]([NH2:45])=[CH:43][CH:42]=1, predict the reaction product. (8) Given the reactants [SH:1][CH2:2][C:3]([NH2:5])=[O:4].[C:6]1([CH:12]([C:14]2[CH:19]=[CH:18][CH:17]=[CH:16][CH:15]=2)O)[CH:11]=[CH:10][CH:9]=[CH:8][CH:7]=1.C(O)(C(F)(F)F)=O, predict the reaction product. The product is: [CH:12]([S:1][CH2:2][C:3]([NH2:5])=[O:4])([C:6]1[CH:11]=[CH:10][CH:9]=[CH:8][CH:7]=1)[C:14]1[CH:19]=[CH:18][CH:17]=[CH:16][CH:15]=1. (9) Given the reactants [CH:1]([C:3]1[CH:4]=[CH:5][N:6]=[C:7]2[C:12]=1[N:11]=[C:10]([O:13][CH3:14])[CH:9]=[CH:8]2)=[CH2:2].[OH:15][C@@H:16]1[CH2:20][NH:19][CH2:18][C@@H:17]1[CH2:21][NH:22][C:23](=[O:32])[O:24][CH2:25][C:26]1[CH:31]=[CH:30][CH:29]=[CH:28][CH:27]=1, predict the reaction product. The product is: [C:26]1([CH2:25][O:24][C:23](=[O:32])[NH:22][CH2:21][C@@H:17]2[C@H:16]([OH:15])[CH2:20][N:19]([CH2:2][CH2:1][C:3]3[C:12]4[C:7](=[CH:8][CH:9]=[C:10]([O:13][CH3:14])[N:11]=4)[N:6]=[CH:5][CH:4]=3)[CH2:18]2)[CH:31]=[CH:30][CH:29]=[CH:28][CH:27]=1.